This data is from Forward reaction prediction with 1.9M reactions from USPTO patents (1976-2016). The task is: Predict the product of the given reaction. (1) Given the reactants [Br:1][C:2]1[CH:9]=[CH:8][C:5]([CH:6]=[O:7])=[C:4]([CH3:10])[N:3]=1.CC(C)=[O:13].OS(O)(=O)=O.O=[Cr](=O)=O.C([O-])(O)=O.[Na+], predict the reaction product. The product is: [Br:1][C:2]1[CH:9]=[CH:8][C:5]([C:6]([OH:13])=[O:7])=[C:4]([CH3:10])[N:3]=1. (2) Given the reactants BrC1C(O)=C([C:9]2([C:12](N)=[O:13])[CH2:11][CH2:10]2)C(C#N)=C(C)C=1C1C=CC=CC=1.C1(C(O[C:30]2([NH2:46])[C:35]([C:36]#[N:37])=[C:34]([CH3:38])[C:33]([C:39]3[CH:44]=[CH:43][CH:42]=[CH:41][CH:40]=3)=[C:32]([Br:45])[CH2:31]2)=O)CC1.O.C1(C)C=CC(S(O)(=O)=O)=CC=1.C1(C)C=CC=CC=1, predict the reaction product. The product is: [Br:45][C:32]1[C:33]([C:39]2[CH:40]=[CH:41][CH:42]=[CH:43][CH:44]=2)=[C:34]([CH3:38])[C:35]([C:36]#[N:37])=[C:30]2[C:31]=1[O:13][C:12]([CH:9]1[CH2:11][CH2:10]1)=[N:46]2. (3) Given the reactants Br[C:2]1[N:7]=[C:6]([C:8]([N:10]2[CH2:15][CH2:14][O:13][C@H:12]([CH3:16])[CH2:11]2)=[O:9])[CH:5]=[CH:4][CH:3]=1.[NH2:17][C:18]1[S:19][C:20]([C:26]2[CH:31]=[CH:30][C:29]([C:32]([OH:35])([CH3:34])[CH3:33])=[CH:28][C:27]=2[F:36])=[CH:21][C:22]=1[C:23]([NH2:25])=[O:24], predict the reaction product. The product is: [F:36][C:27]1[CH:28]=[C:29]([C:32]([OH:35])([CH3:33])[CH3:34])[CH:30]=[CH:31][C:26]=1[C:20]1[S:19][C:18]([NH:17][C:2]2[CH:3]=[CH:4][CH:5]=[C:6]([C:8]([N:10]3[CH2:15][CH2:14][O:13][C@H:12]([CH3:16])[CH2:11]3)=[O:9])[N:7]=2)=[C:22]([C:23]([NH2:25])=[O:24])[CH:21]=1. (4) Given the reactants [NH2:1][C:2]1[CH:3]=[C:4]([C:8]2[C:16]([C:17]3[CH:22]=[CH:21][N:20]=[C:19]([NH:23][C:24]4[CH:29]=[CH:28][CH:27]=[C:26]([O:30][CH2:31][CH2:32][CH2:33][N:34]5[CH2:38][CH2:37][CH2:36][CH2:35]5)[CH:25]=4)[N:18]=3)=[C:11]3[CH:12]=[CH:13][CH:14]=[CH:15][N:10]3[N:9]=2)[CH:5]=[CH:6][CH:7]=1.[S:39]1[CH:43]=[CH:42][CH:41]=[C:40]1[CH2:44][C:45](Cl)=[O:46], predict the reaction product. The product is: [N:34]1([CH2:33][CH2:32][CH2:31][O:30][C:26]2[CH:25]=[C:24]([NH:23][C:19]3[N:18]=[C:17]([C:16]4[C:8]([C:4]5[CH:3]=[C:2]([NH:1][C:45](=[O:46])[CH2:44][C:40]6[S:39][CH:43]=[CH:42][CH:41]=6)[CH:7]=[CH:6][CH:5]=5)=[N:9][N:10]5[CH:15]=[CH:14][CH:13]=[CH:12][C:11]=45)[CH:22]=[CH:21][N:20]=3)[CH:29]=[CH:28][CH:27]=2)[CH2:35][CH2:36][CH2:37][CH2:38]1.